From a dataset of Catalyst prediction with 721,799 reactions and 888 catalyst types from USPTO. Predict which catalyst facilitates the given reaction. (1) Reactant: [CH:1]([S:4][CH2:5][C:6]1[CH:11]=[CH:10][CH:9]=[CH:8][C:7]=1[N+:12]([O-])=O)([CH3:3])[CH3:2].Cl.[Sn]. Product: [CH:1]([S:4][CH2:5][C:6]1[CH:11]=[CH:10][CH:9]=[CH:8][C:7]=1[NH2:12])([CH3:3])[CH3:2]. The catalyst class is: 5. (2) Reactant: [CH2:1]([O:3][C:4]1[CH:8]=[C:7]([NH:9][C:10](=[O:18])[O:11][C:12]2[CH:17]=[CH:16][CH:15]=[CH:14][CH:13]=2)[N:6]([C:19]2[CH:24]=[CH:23][CH:22]=[CH:21][CH:20]=2)[N:5]=1)[CH3:2].CC1C=CC(S([O-])(=O)=O)=CC=1.[NH+]1C=CC=CC=1.[Cl:42]N1C(=O)CCC1=O. Product: [Cl:42][C:8]1[C:4]([O:3][CH2:1][CH3:2])=[N:5][N:6]([C:19]2[CH:24]=[CH:23][CH:22]=[CH:21][CH:20]=2)[C:7]=1[NH:9][C:10](=[O:18])[O:11][C:12]1[CH:17]=[CH:16][CH:15]=[CH:14][CH:13]=1. The catalyst class is: 2. (3) Reactant: [Cl:1][C:2]1[N:7]=[C:6](Cl)[CH:5]=[CH:4][N:3]=1.[NH2:9][C:10]1[CH:11]=[CH:12][C:13]2[N:14]([CH2:23][CH3:24])[C:15]3[C:20]([C:21]=2[CH:22]=1)=[CH:19][CH:18]=[CH:17][CH:16]=3.C(N(CC)C(C)C)(C)C. Product: [Cl:1][C:2]1[N:7]=[C:6]([NH:9][C:10]2[CH:11]=[CH:12][C:13]3[N:14]([CH2:23][CH3:24])[C:15]4[C:20]([C:21]=3[CH:22]=2)=[CH:19][CH:18]=[CH:17][CH:16]=4)[CH:5]=[CH:4][N:3]=1. The catalyst class is: 32.